Dataset: Full USPTO retrosynthesis dataset with 1.9M reactions from patents (1976-2016). Task: Predict the reactants needed to synthesize the given product. (1) Given the product [NH3:9].[Cl:1][C:2]1[CH:3]=[CH:4][C:5]([CH2:8][N:9]2[C:13]3[CH:14]([O:17][CH2:24][C:25]([OH:27])=[O:26])[CH2:15][CH2:16][C:12]=3[N:11]=[C:10]2[CH:18]([CH3:20])[CH3:19])=[CH:6][CH:7]=1, predict the reactants needed to synthesize it. The reactants are: [Cl:1][C:2]1[CH:7]=[CH:6][C:5]([CH2:8][N:9]2[C:13]3[CH:14]([OH:17])[CH2:15][CH2:16][C:12]=3[N:11]=[C:10]2[CH:18]([CH3:20])[CH3:19])=[CH:4][CH:3]=1.[H-].[Na+].Br[CH2:24][C:25]([O:27]CC)=[O:26]. (2) The reactants are: Cl[CH2:2][CH2:3][CH2:4][C:5]([NH:7][C:8]1[S:9][C:10]([C:13]2[CH:18]=[CH:17][CH:16]=[CH:15][CH:14]=2)=[N:11][N:12]=1)=[O:6].N1CCCCC1.O. Given the product [C:13]1([C:10]2[S:9][C:8]3=[N:7][C:5](=[O:6])[CH2:4][CH2:3][CH2:2][N:12]3[N:11]=2)[CH:18]=[CH:17][CH:16]=[CH:15][CH:14]=1, predict the reactants needed to synthesize it. (3) Given the product [CH3:23][C:22]1[C:17]([N:14]2[CH2:15][CH2:16][N:11]([C:9]([C:5]3[C:6]([F:8])=[CH:7][C:2]([N:29]4[CH2:28][C@H:27]([CH3:26])[O:31][C:30]4=[O:32])=[CH:3][C:4]=3[F:25])=[O:10])[CH2:12][CH2:13]2)=[N:18][CH:19]=[C:20]([CH3:24])[CH:21]=1, predict the reactants needed to synthesize it. The reactants are: Br[C:2]1[CH:7]=[C:6]([F:8])[C:5]([C:9]([N:11]2[CH2:16][CH2:15][N:14]([C:17]3[C:22]([CH3:23])=[CH:21][C:20]([CH3:24])=[CH:19][N:18]=3)[CH2:13][CH2:12]2)=[O:10])=[C:4]([F:25])[CH:3]=1.[CH3:26][C@@H:27]1[O:31][C:30](=[O:32])[NH:29][CH2:28]1. (4) Given the product [Cl:1][C:2]1[N:7]=[C:6]([NH:12][C@H:13]([CH:14]([CH3:16])[CH3:15])[C:17]([NH2:19])=[O:18])[CH:5]=[N:4][C:3]=1[C:9]#[N:10], predict the reactants needed to synthesize it. The reactants are: [Cl:1][C:2]1[C:3]([C:9]#[N:10])=[N:4][CH:5]=[C:6](Cl)[N:7]=1.Cl.[NH2:12][C@@H:13]([C:17]([NH2:19])=[O:18])[CH:14]([CH3:16])[CH3:15].CCN(C(C)C)C(C)C. (5) Given the product [CH3:40][S:41]([O:1][CH2:2][C:3]1[CH:4]=[C:5]2[C:10](=[CH:11][CH:12]=1)[C:9](=[O:13])[N:8]([CH2:14][CH:15]([CH3:17])[CH3:16])[C:7]([CH2:18][NH:19][C:20]([O:21][C:22]([CH3:25])([CH3:23])[CH3:24])=[O:26])=[C:6]2[C:27]1[CH:28]=[CH:29][CH:30]=[CH:31][CH:32]=1)(=[O:43])=[O:42], predict the reactants needed to synthesize it. The reactants are: [OH:1][CH2:2][C:3]1[CH:4]=[C:5]2[C:10](=[CH:11][CH:12]=1)[C:9](=[O:13])[N:8]([CH2:14][CH:15]([CH3:17])[CH3:16])[C:7]([CH2:18][NH:19][C:20](=[O:26])[O:21][C:22]([CH3:25])([CH3:24])[CH3:23])=[C:6]2[C:27]1[CH:32]=[CH:31][CH:30]=[CH:29][CH:28]=1.C(N(CC)CC)C.[CH3:40][S:41](Cl)(=[O:43])=[O:42].Cl. (6) The reactants are: [NH2:1][C:2]1[C:3]([CH3:13])=[CH:4][C:5]([CH2:11][CH3:12])=[C:6]([CH:10]=1)[C:7]([OH:9])=O.[F:14][C:15]1([C:21]2[CH:28]=[CH:27][C:24]([C:25]#[N:26])=[CH:23][CH:22]=2)[CH2:20][CH2:19][NH:18][CH2:17][CH2:16]1.CN(C(ON1N=NC2C=CC=CC1=2)=[N+](C)C)C.F[P-](F)(F)(F)(F)F.CCN(C(C)C)C(C)C. Given the product [NH2:1][C:2]1[C:3]([CH3:13])=[CH:4][C:5]([CH2:11][CH3:12])=[C:6]([CH:10]=1)[C:7]([N:18]1[CH2:19][CH2:20][C:15]([C:21]2[CH:28]=[CH:27][C:24]([C:25]#[N:26])=[CH:23][CH:22]=2)([F:14])[CH2:16][CH2:17]1)=[O:9], predict the reactants needed to synthesize it.